This data is from Reaction yield outcomes from USPTO patents with 853,638 reactions. The task is: Predict the reaction yield, written as a fraction of the theoretical maximum amount of product (1.0 means a 100% yield; for example, 0.34 means a 34% yield). The reactants are [H-].[Al+3].[Li+].[H-].[H-].[H-].[Cl:7][C:8]1[CH:9]=[C:10]([C:15]2([C:20]#[N:21])[CH2:17][CH:16]2[CH2:18][OH:19])[CH:11]=[CH:12][C:13]=1[Cl:14].O.O.O.O.O.O.O.O.O.O.S([O-])([O-])(=O)=O.[Na+].[Na+]. The catalyst is C1COCC1. The product is [NH2:21][CH2:20][C@@:15]1([C:10]2[CH:11]=[CH:12][C:13]([Cl:14])=[C:8]([Cl:7])[CH:9]=2)[CH2:17][C@H:16]1[CH2:18][OH:19]. The yield is 0.450.